From a dataset of Reaction yield outcomes from USPTO patents with 853,638 reactions. Predict the reaction yield, written as a fraction of the theoretical maximum amount of product (1.0 means a 100% yield; for example, 0.34 means a 34% yield). (1) The reactants are C([C:3]1[S:7][C:6]([C:8]([O:10][C@H:11]([C:22]2[CH:27]=[CH:26][C:25]([O:28][CH3:29])=[C:24]([O:30][CH3:31])[CH:23]=2)[CH2:12][C:13]2[C:18]([Cl:19])=[CH:17][N+:16]([O-:20])=[CH:15][C:14]=2[Cl:21])=[O:9])=[CH:5][CH:4]=1)=O.Cl.Cl.NC(C1C=CC=CC=1)C(O[C@@H:39]1[CH:44]2[CH2:45][CH2:46][N:41]([CH2:42][CH2:43]2)[CH2:40]1)=O.CC[N:55]([CH2:58]C)[CH2:56]C.[CH3:60][C:61]([OH:63])=[O:62].C=O.[CH2:66]1[CH2:76][CH2:75]N2[C:69](=NCCC2)[CH2:68][CH2:67]1.[C:77](O[BH-](OC(=O)C)OC(=O)C)(=[O:79])C.[Na+]. The catalyst is C(O)C(F)(F)F.O1CCOCC1. The product is [OH:79][CH2:77][C:60]([N:55]([CH2:56][C:3]1[S:7][C:6]([C:8]([O:10][C@H:11]([C:22]2[CH:27]=[CH:26][C:25]([O:28][CH3:29])=[C:24]([O:30][CH3:31])[CH:23]=2)[CH2:12][C:13]2[C:14]([Cl:21])=[CH:15][N+:16]([O-:20])=[CH:17][C:18]=2[Cl:19])=[O:9])=[CH:5][CH:4]=1)[CH3:58])([C:66]1[CH:67]=[CH:68][CH:69]=[CH:75][CH:76]=1)[C:61](=[O:63])[O:62][C@@H:45]1[CH:44]2[CH2:39][CH2:40][N:41]([CH2:42][CH2:43]2)[CH2:46]1. The yield is 0.0950. (2) The reactants are [O:1]1[CH2:5][CH2:4][O:3][CH:2]1[C:6]1[C:7]([O:13][CH3:14])=[N:8][CH:9]=[CH:10][C:11]=1I.[NH2:15][CH2:16][C@H:17]([C:19]1[CH:24]=[CH:23][CH:22]=[C:21]([Cl:25])[CH:20]=1)[OH:18].C(O)CO.[O-]P([O-])([O-])=O.[K+].[K+].[K+]. The yield is 0.380. The catalyst is CC(O)C.[Cu]I.CO.C(Cl)Cl. The product is [Cl:25][C:21]1[CH:20]=[C:19]([C@H:17]([OH:18])[CH2:16][NH:15][C:11]2[CH:10]=[CH:9][N:8]=[C:7]([O:13][CH3:14])[C:6]=2[CH:2]2[O:3][CH2:4][CH2:5][O:1]2)[CH:24]=[CH:23][CH:22]=1. (3) The reactants are [I:1][C:2]1[CH:10]=[CH:9][C:5]([C:6]([OH:8])=[O:7])=[CH:4][C:3]=1[N+:11]([O-:13])=[O:12].S(=O)(=O)(O)O.[C:19]([O-])(O)=O.[Na+].O. The catalyst is CO. The product is [CH3:19][O:7][C:6](=[O:8])[C:5]1[CH:9]=[CH:10][C:2]([I:1])=[C:3]([N+:11]([O-:13])=[O:12])[CH:4]=1. The yield is 0.850. (4) The reactants are [CH3:1][C:2]1[C:3]([C:12]2[CH:17]=[CH:16][CH:15]=[CH:14][C:13]=2[N+:18]([O-])=O)=[C:4]([C:7](OCC)=[O:8])[NH:5][CH:6]=1. The catalyst is CC(O)=O.[Fe]. The product is [CH3:1][C:2]1[C:3]2[C:12]3[CH:17]=[CH:16][CH:15]=[CH:14][C:13]=3[N:18]=[C:7]([OH:8])[C:4]=2[NH:5][CH:6]=1. The yield is 0.860.